From a dataset of Forward reaction prediction with 1.9M reactions from USPTO patents (1976-2016). Predict the product of the given reaction. (1) Given the reactants [CH:1]1([C:4]([N:6]2[CH2:11][CH2:10][N:9]([C:12]3[N:19]=[C:18]([CH:20]4[CH2:22][CH2:21]4)[C:17]([CH:23]=[CH2:24])=[CH:16][C:13]=3[C:14]#[N:15])[CH2:8][C@H:7]2[CH3:25])=[O:5])[CH2:3][CH2:2]1.[OH:26][CH2:27][CH2:28][NH:29][S:30]([C:33]1[CH:38]=[CH:37][C:36]([N+:39]([O-:41])=[O:40])=[CH:35][CH:34]=1)(=[O:32])=[O:31].C1C(=O)N([I:49])C(=O)C1, predict the reaction product. The product is: [C:14]([C:13]1[CH:16]=[C:17]([CH:23]([O:26][CH2:27][CH2:28][NH:29][S:30]([C:33]2[CH:34]=[CH:35][C:36]([N+:39]([O-:41])=[O:40])=[CH:37][CH:38]=2)(=[O:32])=[O:31])[CH2:24][I:49])[C:18]([CH:20]2[CH2:22][CH2:21]2)=[N:19][C:12]=1[N:9]1[CH2:10][CH2:11][N:6]([C:4]([CH:1]2[CH2:2][CH2:3]2)=[O:5])[C@H:7]([CH3:25])[CH2:8]1)#[N:15]. (2) Given the reactants [F:1][C:2]1[CH:7]=[CH:6][C:5]([C:8]2[CH:13]=[CH:12][N:11]=[CH:10][C:9]=2[NH:14][CH3:15])=[C:4]([CH3:16])[CH:3]=1.CCN(C(C)C)C(C)C.[F:26][C:27]([F:42])([F:41])[C:28]1[CH:29]=[C:30]([CH:34]=[C:35]([C:37]([F:40])([F:39])[F:38])[CH:36]=1)[C:31](Cl)=[O:32], predict the reaction product. The product is: [F:1][C:2]1[CH:7]=[CH:6][C:5]([C:8]2[CH:13]=[CH:12][N:11]=[CH:10][C:9]=2[N:14]([CH3:15])[C:31](=[O:32])[C:30]2[CH:29]=[C:28]([C:27]([F:42])([F:41])[F:26])[CH:36]=[C:35]([C:37]([F:40])([F:39])[F:38])[CH:34]=2)=[C:4]([CH3:16])[CH:3]=1.